This data is from Catalyst prediction with 721,799 reactions and 888 catalyst types from USPTO. The task is: Predict which catalyst facilitates the given reaction. (1) Reactant: N#N.[H-].[Na+].[OH:5][C:6]1[CH:7]=[C:8]([CH:14]=[C:15]([CH3:17])[CH:16]=1)[C:9]([O:11][CH2:12][CH3:13])=[O:10].[CH2:18](I)[CH3:19]. Product: [CH2:18]([O:5][C:6]1[CH:7]=[C:8]([CH:14]=[C:15]([CH3:17])[CH:16]=1)[C:9]([O:11][CH2:12][CH3:13])=[O:10])[CH3:19]. The catalyst class is: 1. (2) Reactant: [Si:1]([O:8][C@H:9]1[C@@H:14]([O:15][Si:16]([C:19]([CH3:22])([CH3:21])[CH3:20])([CH3:18])[CH3:17])[C@H:13]([CH3:23])[CH2:12][C@@H:11]([C:24]2[CH:29]=[CH:28][N:27]=[CH:26][C:25]=2[NH2:30])[CH2:10]1)([C:4]([CH3:7])([CH3:6])[CH3:5])([CH3:3])[CH3:2].[Br:31][C:32]1[N:37]=[C:36]([C:38](O)=[O:39])[CH:35]=[CH:34][C:33]=1[F:41]. Product: [Si:1]([O:8][C@H:9]1[C@@H:14]([O:15][Si:16]([C:19]([CH3:21])([CH3:22])[CH3:20])([CH3:18])[CH3:17])[C@H:13]([CH3:23])[CH2:12][C@@H:11]([C:24]2[CH:29]=[CH:28][N:27]=[CH:26][C:25]=2[NH:30][C:38](=[O:39])[C:36]2[CH:35]=[CH:34][C:33]([F:41])=[C:32]([Br:31])[N:37]=2)[CH2:10]1)([C:4]([CH3:5])([CH3:6])[CH3:7])([CH3:3])[CH3:2]. The catalyst class is: 25.